From a dataset of Full USPTO retrosynthesis dataset with 1.9M reactions from patents (1976-2016). Predict the reactants needed to synthesize the given product. (1) Given the product [Cl:1][C:2]1[CH:10]=[CH:9][CH:8]=[C:7]2[C:3]=1[C:4]([CH:11]=[O:12])=[CH:5][N:6]2[C:13]([O:15][C:16]([CH3:19])([CH3:18])[CH3:17])=[O:14].[Cl:1][C:2]1[CH:10]=[CH:9][CH:8]=[C:7]2[C:3]=1[C:4]([C:11](=[O:12])[CH:28]([NH:30][C:5]1[CH:4]=[CH:11][CH:26]=[C:24]([O:23][CH3:21])[CH:27]=1)[C:29]1[CH:9]=[CH:10][CH:2]=[CH:3][CH:7]=1)=[CH:5][NH:6]2, predict the reactants needed to synthesize it. The reactants are: [Cl:1][C:2]1[CH:10]=[CH:9][CH:8]=[C:7]2[C:3]=1[C:4]([CH:11]=[O:12])=[CH:5][NH:6]2.[C:13](O[C:21]([O:23][C:24]([CH3:27])([CH3:26])C)=O)([O:15][C:16]([CH3:19])([CH3:18])[CH3:17])=[O:14].[C:28](#[N:30])[CH3:29]. (2) Given the product [F:33][C:26]1[C:27]([OH:32])=[CH:28][CH:29]=[C:30]([F:31])[C:25]=1[NH:24][C:5](=[O:7])[C:4]1[CH:8]=[C:9]([C:11]2[CH:16]=[CH:15][CH:14]=[C:13]([F:17])[CH:12]=2)[CH:10]=[C:2]([F:1])[CH:3]=1, predict the reactants needed to synthesize it. The reactants are: [F:1][C:2]1[CH:3]=[C:4]([CH:8]=[C:9]([C:11]2[CH:16]=[CH:15][CH:14]=[C:13]([F:17])[CH:12]=2)[CH:10]=1)[C:5]([OH:7])=O.C(Cl)(=O)C(Cl)=O.[NH2:24][C:25]1[C:26]([F:33])=[C:27]([OH:32])[CH:28]=[CH:29][C:30]=1[F:31].C([O-])(O)=O.[Na+].